Dataset: Experimental lipophilicity measurements (octanol/water distribution) for 4,200 compounds from AstraZeneca. Task: Regression/Classification. Given a drug SMILES string, predict its absorption, distribution, metabolism, or excretion properties. Task type varies by dataset: regression for continuous measurements (e.g., permeability, clearance, half-life) or binary classification for categorical outcomes (e.g., BBB penetration, CYP inhibition). For this dataset (lipophilicity_astrazeneca), we predict Y. The drug is CNC(=O)c1ccc(Nc2ncc(F)c(-c3cnc(C)n3C(C)C)n2)cc1. The Y is 3.00 logD.